Predict the reaction yield, written as a fraction of the theoretical maximum amount of product (1.0 means a 100% yield; for example, 0.34 means a 34% yield). From a dataset of Reaction yield outcomes from USPTO patents with 853,638 reactions. (1) The reactants are Cl.[F:2][C:3]([F:14])([C:7]1[CH:8]=[N:9][C:10]([CH3:13])=[CH:11][CH:12]=1)[C:4]([OH:6])=O.C(Cl)(=O)C(Cl)=O.CCN(C(C)C)C(C)C.[NH:30]1[CH2:35][CH2:34][CH:33]([NH:36][C:37](=[O:43])[O:38][C:39]([CH3:42])([CH3:41])[CH3:40])[CH2:32][CH2:31]1.C(O)(=O)CC(CC(O)=O)(C(O)=O)O. The catalyst is C(Cl)Cl.CN(C=O)C. The product is [F:14][C:3]([F:2])([C:7]1[CH:8]=[N:9][C:10]([CH3:13])=[CH:11][CH:12]=1)[C:4]([N:30]1[CH2:31][CH2:32][CH:33]([NH:36][C:37](=[O:43])[O:38][C:39]([CH3:41])([CH3:40])[CH3:42])[CH2:34][CH2:35]1)=[O:6]. The yield is 0.680. (2) The reactants are [N+]([C:4]1[CH:11]=[CH:10][CH:9]=[C:8]([N+:12]([O-:14])=[O:13])[C:5]=1[C:6]#[N:7])([O-])=O.[O:15]1[CH:19]=[CH:18][C:17]([CH2:20][OH:21])=[CH:16]1. No catalyst specified. The product is [N+:12]([C:8]1[CH:9]=[CH:10][CH:11]=[C:4]([O:21][CH2:20][C:17]2[CH:18]=[CH:19][O:15][CH:16]=2)[C:5]=1[C:6]#[N:7])([O-:14])=[O:13]. The yield is 1.00. (3) The reactants are Cl.[O:2]1[C:6]2[CH:7]=[CH:8][CH:9]=[CH:10][C:5]=2[CH2:4][CH:3]1[CH2:11][NH2:12].F[C:14]1[CH:22]=[N:21][CH:20]=[CH:19][C:15]=1[C:16]([OH:18])=[O:17]. No catalyst specified. The product is [O:2]1[C:6]2[CH:7]=[CH:8][CH:9]=[CH:10][C:5]=2[CH2:4][CH:3]1[CH2:11][NH:12][C:19]1[CH:20]=[N:21][CH:22]=[CH:14][C:15]=1[C:16]([OH:18])=[O:17]. The yield is 0.180. (4) The reactants are [C:1]1(C2C=CC=CC=2)[CH:6]=[CH:5][C:4]([CH2:7][N:8]([CH2:16][CH2:17][CH2:18][N:19]([CH2:29][C:30]2[CH:35]=[CH:34][C:33](C3C=CC=CC=3)=[CH:32][CH:31]=2)[C:20]([O:22][CH2:23][C:24]2[S:28][CH:27]=[N:26][CH:25]=2)=[O:21])C(=O)OC(C)(C)C)=[CH:3][CH:2]=1.[CH3:48][N:49]([CH3:62])[CH2:50][CH2:51][CH2:52][O:53][C:54]1[CH:61]=[CH:60][C:57]([CH:58]=O)=[CH:56][CH:55]=1.CC(O)=O. No catalyst specified. The product is [CH2:29]([N:19]([CH2:18][CH2:17][CH2:16][N:8]([CH2:7][C:4]1[CH:3]=[CH:2][CH:1]=[CH:6][CH:5]=1)[CH2:58][C:57]1[CH:60]=[CH:61][C:54]([O:53][CH2:52][CH2:51][CH2:50][N:49]([CH3:62])[CH3:48])=[CH:55][CH:56]=1)[C:20](=[O:21])[O:22][CH2:23][C:24]1[S:28][CH:27]=[N:26][CH:25]=1)[C:30]1[CH:35]=[CH:34][CH:33]=[CH:32][CH:31]=1. The yield is 0.230.